From a dataset of Forward reaction prediction with 1.9M reactions from USPTO patents (1976-2016). Predict the product of the given reaction. (1) Given the reactants [NH:1]1[C:9]2[C:4](=[CH:5][CH:6]=[CH:7][CH:8]=2)[CH2:3][C:2]1=[O:10].[C:11](Cl)(=[O:15])[CH2:12][CH2:13][CH3:14], predict the reaction product. The product is: [C:11]([C:6]1[CH:5]=[C:4]2[C:9](=[CH:8][CH:7]=1)[NH:1][C:2](=[O:10])[CH2:3]2)(=[O:15])[CH2:12][CH2:13][CH3:14]. (2) Given the reactants C(O[C:4](=[O:33])[C:5]1[CH:10]=[C:9]([C:11]2[CH:16]=[CH:15][CH:14]=[C:13]([C:17]([F:20])([F:19])[F:18])[CH:12]=2)[C:8]([O:21][CH2:22][CH2:23][OH:24])=[C:7]([C:25]2[CH:30]=[CH:29][C:28]([O:31][CH3:32])=[CH:27][CH:26]=2)[CH:6]=1)C.[C:34]1([CH2:40][CH2:41][CH2:42][CH2:43][CH2:44][CH2:45][CH2:46][CH2:47][NH2:48])[CH:39]=[CH:38][CH:37]=[CH:36][CH:35]=1, predict the reaction product. The product is: [C:34]1([CH2:40][CH2:41][CH2:42][CH2:43][CH2:44][CH2:45][CH2:46][CH2:47][NH:48][C:4](=[O:33])[C:5]2[CH:10]=[C:9]([C:11]3[CH:16]=[CH:15][CH:14]=[C:13]([C:17]([F:18])([F:19])[F:20])[CH:12]=3)[C:8]([O:21][CH2:22][CH2:23][OH:24])=[C:7]([C:25]3[CH:30]=[CH:29][C:28]([O:31][CH3:32])=[CH:27][CH:26]=3)[CH:6]=2)[CH:39]=[CH:38][CH:37]=[CH:36][CH:35]=1.